The task is: Binary Classification. Given a miRNA mature sequence and a target amino acid sequence, predict their likelihood of interaction.. This data is from Experimentally validated miRNA-target interactions with 360,000+ pairs, plus equal number of negative samples. (1) The miRNA is mmu-miR-871-5p with sequence UAUUCAGAUUAGUGCCAGUCAUG. The protein sequence of the target gene is MDHAEENEIPAETQRYYVERPIFSHPVLQERLHVKDKVTESIGDKLKQAFTCTPKKIRNIIYMFLPITKWLPAYKFKEYVLGDLVSGISTGVLQLPQGLAFAMLAAVPPVFGLYSSFYPVIMYCFFGTSRHISIGPFAVISLMIGGVAVRLVPDDIVIPGGVNATNGTEARDALRVKVAMSVTLLSGIIQFCLGVCRFGFVAIYLTEPLVRGFTTAAAVHVFTSMLKYLFGVKTKRYSGIFSVVYSTVAVLQNVKNLNVCSLGVGLMVFGLLLGGKEFNERFKEKLPAPIPLEFFAVVMG.... Result: 0 (no interaction). (2) The miRNA is hsa-miR-30c-1-3p with sequence CUGGGAGAGGGUUGUUUACUCC. The protein sequence of the target gene is MNQEKLAKLQAQVRIGGKGTARRKKKVVHRTATADDKKLQSSLKKLAVNNIAGIEEVNMIKDDGTVIHFNNPKVQASLSANTFAITGHAEAKPITEMLPGILSQLGADSLTSLRKLAEQFPRQVLDSKAPKPEDIDEEDDDVPDLVENFDEASKNEAN. Result: 1 (interaction). (3) Result: 0 (no interaction). The miRNA is hsa-miR-885-3p with sequence AGGCAGCGGGGUGUAGUGGAUA. The protein sequence of the target gene is MEGAGGENEKKKMSSERRKEKSRDAARSRRSKESEVFYELAHQLPLPHNVSSHLDKASVMRLTISYLRVRKLLDAGGLDSEDEMKAQMDCFYLKALDGFVMVLTDDGDMVYISDNVNKYMGLTQFELTGHSVFDFTHPCDHEEMREMLTHRNGPVRKGKELNTQRSFFLRMKCTLTSRGRTMNIKSATWKVLHCTGHIHVYDTNSNQPQCGYKKPPMTCLVLICEPIPHPSNIEIPLDSKTFLSRHSLDMKFSYCDERITELMGYEPEELLGRSIYEYYHALDSDHLTKTHHDMFTKGQV.... (4) The miRNA is hsa-miR-584-3p with sequence UCAGUUCCAGGCCAACCAGGCU. The protein sequence of the target gene is MEEVVITGMSGKLPESENLEEFWANLIGGVDMVTDDDRRWKAGLYGLPRRSGKLKDLSRFDASFFGVHPKQAHNMDPQLRLLLEVTYEAIVDAGINPASIRGTNTGVWVGVSGSEASEALSRDPETLVGYSMVGCQRAMLANRLSFFFDFKGPSITLDTACSSSLLALQRAYQAIQRGECAMAIVGGVNIRLKPNTSVQFMKLGMLSPEGTCKFFDASGNGYCRAKAVMAILLTKKSLARRVYATILNAGTNTDGCKEKGVTFPSGEAQEQLISSLYKPAGLDPETLEYVEAHGTGTKVG.... Result: 0 (no interaction). (5) The miRNA is rno-miR-672-5p with sequence UGAGGUUGGUGUACUGUGUGUGA. The protein sequence of the target gene is MGEFKVHRVRFFNYVPSGIRCVAYNNQSNRLAVSRTDGTVEIYNLSANYFQEKFFPGHESRGTEALCWAGGQRLFSAGLNGEILEYDLQALNIKYTLDAFGGPIWSMTASPSGSQLLVGCEDGSVKLFEVTPEKIQFARNFDRQKSRILSLCWHPAGTHVAAGSLDYISVFDVKSGSIIRKMVLDRQHLGVTKSRCIVWGVAFLSDGTVISVDSVGKVQLWDSATGTLVKSHLVANADVQSIAVADQEDSFVVGTAEGTVFHFQLVSMTSNSSEKQWVRTKPFQHHTHDVRAVAHSPTAL.... Result: 0 (no interaction). (6) Result: 0 (no interaction). The protein sequence of the target gene is MRFSCLALLPGVALLLASARLAAASDVLELTDENFESRVSDTGSAGLMLVEFFAPWCGHCKRLAPEYEAAATRLKGIVPLAKVDCTANTNTCNKYGVSGYPTLKIFRDGEEAGAYDGPRTADGIVSHLKKQAGPASVPLRTEEEFKKFISDKDASVVGFFRDLFSDGHSEFLKAASNLRDNYRFAHTNIESLVKEYDDNGEGITIFRPLHLANKFEDKTVAYTEKKMTSGKIKKFIQDSIFGLCPHMTEDNKDLIQGKDLLTAYYDVDYEKNAKGSNYWRNRVMMVAKKFLDAGHKLNFA.... The miRNA is hsa-miR-4524b-5p with sequence AUAGCAGCAUAAGCCUGUCUC. (7) The miRNA is rno-miR-542-3p with sequence UGUGACAGAUUGAUAACUGAAA. The protein sequence of the target gene is MELEDGVVYQEEPGGSGAVMSERVSGLAGSIYREFERLIGRYDEEVVKELMPLVVAVLENLDSVFAQDQEHQVELELLRDDNEQLITQYEREKALRKHAEEKFIEFEDSQEQEKKDLQTRVESLESQTRQLELKAKNYADQISRLEEREAELKKEYNALHQRHTEMIHNYMEHLERTKLHQLSGSDQLEATAHSRIRKERPISLGIFPLPAGDGLLTPDTQKGGETPGSEQWKFQELSQPRSHTSLKVSHSPEPPKAVEQEDELSDISQGGSKATTPASTANSDVSAIPPDTPSKEDNEG.... Result: 0 (no interaction).